Dataset: Reaction yield outcomes from USPTO patents with 853,638 reactions. Task: Predict the reaction yield, written as a fraction of the theoretical maximum amount of product (1.0 means a 100% yield; for example, 0.34 means a 34% yield). (1) The reactants are [F:1][C:2]1[CH:3]=[C:4]([NH2:18])[CH:5]=[CH:6][C:7]=1[O:8][C:9]1[CH:14]=[CH:13][N:12]=[C:11]2[CH:15]=[CH:16][S:17][C:10]=12.[O:19]=[C:20]([NH:25][C:26]1[CH:31]=[CH:30][CH:29]=[CH:28][CH:27]=1)[CH2:21][C:22](O)=[O:23].C1C=CC2N(O)N=NC=2C=1.C(Cl)CCl. The catalyst is CN(C=O)C. The product is [F:1][C:2]1[CH:3]=[C:4]([NH:18][C:22](=[O:23])[CH2:21][C:20]([NH:25][C:26]2[CH:27]=[CH:28][CH:29]=[CH:30][CH:31]=2)=[O:19])[CH:5]=[CH:6][C:7]=1[O:8][C:9]1[CH:14]=[CH:13][N:12]=[C:11]2[CH:15]=[CH:16][S:17][C:10]=12. The yield is 0.100. (2) The reactants are Cl.[F:2][C:3]1[CH:8]=[CH:7][C:6]([NH:9]N)=[CH:5][CH:4]=1.CC[O:13][C:14]([CH:16]1[CH2:22][CH2:21][C:19](=O)[CH2:18][CH2:17]1)=[O:15].[OH-].[Na+].[NH4+]. The catalyst is C(O)C. The product is [F:2][C:3]1[CH:8]=[C:7]2[C:6](=[CH:5][CH:4]=1)[NH:9][C:19]1[CH2:21][CH2:22][CH:16]([C:14]([OH:15])=[O:13])[CH2:17][C:18]2=1. The yield is 0.975.